This data is from Experimentally validated miRNA-target interactions with 360,000+ pairs, plus equal number of negative samples. The task is: Binary Classification. Given a miRNA mature sequence and a target amino acid sequence, predict their likelihood of interaction. (1) Result: 0 (no interaction). The miRNA is mmu-miR-652-3p with sequence AAUGGCGCCACUAGGGUUGUG. The protein sequence of the target gene is MSDGDYDYLIKFLALGDSGVGKTSVLYQYTDGKFNSKFITTVGIDFREKRVVYRANGPDGAVGRGQRIHLQLWDTAGQERFRSLTTAFFRDAMGFLLLFDLTNEQSFLNVRNWISQLQMHAYCENPDIVLCGNKSDLEDQRAVKEEEARELAEKYGIPYFETSAANGTNISHAIEMLLDLIMKRMERCVDKSWIPEGVVRSNGHTSADQLSEEKEKGLCGC. (2) The miRNA is mmu-miR-3552 with sequence AGGCUGCAGGCCCACUUCCCU. The protein sequence of the target gene is MDPNCSCASDGSCSCAGACKCKQCKCTSCKKSCCSCCPVGCAKCSQGCICKEASDKCSCCA. Result: 0 (no interaction).